This data is from Forward reaction prediction with 1.9M reactions from USPTO patents (1976-2016). The task is: Predict the product of the given reaction. (1) Given the reactants Br[C:2]1[CH:3]=[C:4]([CH:7]2[C:13]([NH:14][CH3:15])=[N:12][C:11]3[N:16]=[CH:17][CH:18]=[CH:19][C:10]=3[C:9]([C:20]3[S:21][CH:22]=[CH:23][CH:24]=3)=[N:8]2)[S:5][CH:6]=1.[CH3:25][N:26](C=O)C, predict the reaction product. The product is: [CH3:15][NH:14][C:13]1[CH:7]([C:4]2[S:5][CH:6]=[C:2]([C:25]#[N:26])[CH:3]=2)[N:8]=[C:9]([C:20]2[S:21][CH:22]=[CH:23][CH:24]=2)[C:10]2[CH:19]=[CH:18][CH:17]=[N:16][C:11]=2[N:12]=1. (2) The product is: [F:1][C:2]1[C:3]2[CH:4]=[C:5]3[C:14]4[N:15]=[C:16]([C:19]5[C:20]([N:39]([CH3:44])[S:40]([CH3:43])(=[O:42])=[O:41])=[CH:21][C:22]6[O:26][C:25]([C:27]7[CH:32]=[CH:31][C:30]([F:33])=[CH:29][CH:28]=7)=[C:24]([C:34]7[O:35][CH:45]=[N:37][N:36]=7)[C:23]=6[CH:38]=5)[CH:17]=[CH:18][C:13]=4[O:12][CH2:11][N:6]3[C:7]=2[CH:8]=[CH:9][CH:10]=1. Given the reactants [F:1][C:2]1[C:3]2[CH:4]=[C:5]3[C:14]4[N:15]=[C:16]([C:19]5[C:20]([N:39]([CH3:44])[S:40]([CH3:43])(=[O:42])=[O:41])=[CH:21][C:22]6[O:26][C:25]([C:27]7[CH:32]=[CH:31][C:30]([F:33])=[CH:29][CH:28]=7)=[C:24]([C:34]([NH:36][NH2:37])=[O:35])[C:23]=6[CH:38]=5)[CH:17]=[CH:18][C:13]=4[O:12][CH2:11][N:6]3[C:7]=2[CH:8]=[CH:9][CH:10]=1.[CH3:45]CN(CC)CC.C(=N)OCC, predict the reaction product. (3) Given the reactants [C:1]([O:5][C:6](=[O:28])[NH:7][C@H:8]1[CH2:14][O:13][C:12]2[CH:15]=[CH:16][C:17]([C:19](=O)[NH:20][CH2:21][CH2:22][C:23]#[N:24])=[CH:18][C:11]=2[N:10]([CH3:26])[C:9]1=[O:27])([CH3:4])([CH3:3])[CH3:2].N1C=CC=CC=1.P(Cl)(Cl)(Cl)(Cl)Cl.[Si]([N:45]=[N+:46]=[N-:47])(C)(C)C, predict the reaction product. The product is: [C:1]([O:5][C:6](=[O:28])[NH:7][C@H:8]1[CH2:14][O:13][C:12]2[CH:15]=[CH:16][C:17]([C:19]3[N:20]([CH2:21][CH2:22][C:23]#[N:24])[N:47]=[N:46][N:45]=3)=[CH:18][C:11]=2[N:10]([CH3:26])[C:9]1=[O:27])([CH3:4])([CH3:3])[CH3:2].